This data is from Forward reaction prediction with 1.9M reactions from USPTO patents (1976-2016). The task is: Predict the product of the given reaction. Given the reactants [Br:1][C:2]1[CH:7]=[CH:6][C:5]([C:8]([NH2:11])([CH3:10])[CH3:9])=[CH:4][CH:3]=1.CCN(CC)CC.[CH3:19][C:20]([O:23][C:24](O[C:24]([O:23][C:20]([CH3:22])([CH3:21])[CH3:19])=[O:25])=[O:25])([CH3:22])[CH3:21], predict the reaction product. The product is: [Br:1][C:2]1[CH:3]=[CH:4][C:5]([C:8]([NH:11][C:24](=[O:25])[O:23][C:20]([CH3:22])([CH3:21])[CH3:19])([CH3:9])[CH3:10])=[CH:6][CH:7]=1.